Task: Predict the reaction yield, written as a fraction of the theoretical maximum amount of product (1.0 means a 100% yield; for example, 0.34 means a 34% yield).. Dataset: Reaction yield outcomes from USPTO patents with 853,638 reactions (1) The reactants are [CH:1]1([N:7]([CH:18]2[CH2:23][CH2:22][CH2:21][CH2:20][CH2:19]2)[C:8]([NH:10][C:11]2[S:12][C:13]([CH:16]=O)=[CH:14][N:15]=2)=[O:9])[CH2:6][CH2:5][CH2:4][CH2:3][CH2:2]1.[CH:24]([NH2:27])([CH3:26])[CH3:25].C(O[BH-](OC(=O)C)OC(=O)C)(=O)C.[Na+]. No catalyst specified. The product is [CH:1]1([N:7]([CH:18]2[CH2:23][CH2:22][CH2:21][CH2:20][CH2:19]2)[C:8]([NH:10][C:11]2[S:12][C:13]([CH2:16][NH:27][CH:24]([CH3:26])[CH3:25])=[CH:14][N:15]=2)=[O:9])[CH2:6][CH2:5][CH2:4][CH2:3][CH2:2]1. The yield is 0.420. (2) The reactants are O.I([O-])(=O)(=O)=O.[Na+].[NH2:8][C:9]1[CH:19]=[C:18]([CH:20]([OH:23])CO)[C:17]([C:24]([F:27])([F:26])[F:25])=[CH:16][C:10]=1[C:11]([O:13][CH2:14][CH3:15])=[O:12]. The catalyst is CC(OC)(C)C. The product is [NH2:8][C:9]1[CH:19]=[C:18]([CH:20]=[O:23])[C:17]([C:24]([F:25])([F:26])[F:27])=[CH:16][C:10]=1[C:11]([O:13][CH2:14][CH3:15])=[O:12]. The yield is 0.990. (3) The reactants are [Cl:1][C:2]1[C:3](=[O:28])[N:4]([CH2:18][C:19]2[CH:20]=[C:21]3[C:25](=[CH:26][CH:27]=2)[NH:24][CH2:23][CH2:22]3)[CH:5]=[CH:6][C:7]=1[O:8][CH2:9][C:10]1[CH:15]=[CH:14][C:13]([F:16])=[CH:12][C:11]=1[F:17].[CH3:29][S:30](Cl)(=[O:32])=[O:31].[CH2:34](N(CC)CC)C. The catalyst is O1CCCC1. The product is [Cl:1][C:2]1[C:3](=[O:28])[N:4]([CH2:18][C:19]2[CH:20]=[C:21]3[C:25](=[CH:26][CH:27]=2)[N:24]([S:30]([CH3:29])(=[O:32])=[O:31])[CH2:23][CH2:22]3)[C:5]([CH3:34])=[CH:6][C:7]=1[O:8][CH2:9][C:10]1[CH:15]=[CH:14][C:13]([F:16])=[CH:12][C:11]=1[F:17]. The yield is 0.840. (4) The reactants are [F-].C([N+](CCCC)(CCCC)CCCC)CCC.[F:19][C:20]1[CH:21]=[C:22]([CH:25]=[CH:26][C:27]=1[F:28])[CH:23]=[O:24].[F:29][C:30]([Si](C)(C)C)([F:32])[F:31].Cl. The catalyst is C1COCC1. The product is [F:19][C:20]1[CH:21]=[C:22]([CH:23]([OH:24])[C:30]([F:32])([F:31])[F:29])[CH:25]=[CH:26][C:27]=1[F:28]. The yield is 0.900. (5) The reactants are B1([O-])OO1.[OH2:5].[OH2:6].O.O.[Na+].[F:10][C:11]1[CH:17]=[CH:16][CH:15]=[C:14]([F:18])[C:12]=1[NH2:13].O. The catalyst is C(O)(=O)C. The product is [F:10][C:11]1[CH:17]=[CH:16][CH:15]=[C:14]([F:18])[C:12]=1[N+:13]([O-:6])=[O:5]. The yield is 0.520. (6) The reactants are [Cl:1][C:2]1[C:6]([CH3:7])=[C:5]([C:8]2[CH:9]=[C:10]([C:13]([OH:15])=O)[S:11][CH:12]=2)[N:4]([CH3:16])[N:3]=1.[NH2:17][C@@H:18]([CH2:31][C:32]1[CH:37]=[CH:36][CH:35]=[C:34]([F:38])[CH:33]=1)[CH2:19][N:20]1[C:28](=[O:29])[C:27]2[C:22](=[CH:23][CH:24]=[CH:25][CH:26]=2)[C:21]1=[O:30].CC(OC(N[C@H](C(O)=O)CC1C=CC=CC=1C(F)(F)F)=O)(C)C.C1CN([P+](Br)(N2CCCC2)N2CCCC2)CC1.F[P-](F)(F)(F)(F)F.CCN(C(C)C)C(C)C. The catalyst is C(Cl)(Cl)Cl. The product is [Cl:1][C:2]1[C:6]([CH3:7])=[C:5]([C:8]2[CH:9]=[C:10]([C:13]([NH:17][C@@H:18]([CH2:31][C:32]3[CH:37]=[CH:36][CH:35]=[C:34]([F:38])[CH:33]=3)[CH2:19][N:20]3[C:28](=[O:29])[C:27]4[C:22](=[CH:23][CH:24]=[CH:25][CH:26]=4)[C:21]3=[O:30])=[O:15])[S:11][CH:12]=2)[N:4]([CH3:16])[N:3]=1. The yield is 0.670. (7) The reactants are [C:1]([C:9]1[CH:14]=[CH:13][C:12]([C:15]2[N:20]=[CH:19][N:18]=[C:17]([NH:21][C@H:22]([C:30]([O:32]C)=[O:31])[CH2:23][C:24]3[CH:29]=[CH:28][CH:27]=[CH:26][CH:25]=3)[CH:16]=2)=[CH:11][CH:10]=1)(=[O:8])[C:2]1[CH:7]=[CH:6][CH:5]=[CH:4][CH:3]=1.[OH-].[Na+].Cl. The catalyst is CO.O1CCCC1. The product is [C:1]([C:9]1[CH:10]=[CH:11][C:12]([C:15]2[N:20]=[CH:19][N:18]=[C:17]([NH:21][C@H:22]([C:30]([OH:32])=[O:31])[CH2:23][C:24]3[CH:29]=[CH:28][CH:27]=[CH:26][CH:25]=3)[CH:16]=2)=[CH:13][CH:14]=1)(=[O:8])[C:2]1[CH:7]=[CH:6][CH:5]=[CH:4][CH:3]=1. The yield is 0.830. (8) The reactants are C(OC([N:8]1[C:12]2[CH:13]=[CH:14][C:15]([C:17]#[N:18])=[CH:16][C:11]=2[N:10]([CH:19]([C:22]([O:24][C:25]([CH3:28])([CH3:27])[CH3:26])=[O:23])[CH2:20][CH3:21])[C:9]1=[O:29])=O)(C)(C)C. The catalyst is C(Cl)Cl. The product is [C:25]([O:24][C:22](=[O:23])[CH:19]([N:10]1[C:11]2[CH:16]=[C:15]([C:17]#[N:18])[CH:14]=[CH:13][C:12]=2[NH:8][C:9]1=[O:29])[CH2:20][CH3:21])([CH3:26])([CH3:27])[CH3:28]. The yield is 0.680. (9) The reactants are F[C:2]1[C:3]([CH3:23])=[N:4][C:5]2[C:10]([N:11]=1)=[C:9]([C:12]1[NH:20][C:19]3[CH:18]([CH3:21])[CH2:17][NH:16][C:15](=[O:22])[C:14]=3[CH:13]=1)[CH:8]=[CH:7][CH:6]=2.[CH:24]1([NH2:27])[CH2:26][CH2:25]1.CO.C(Cl)Cl. The catalyst is CS(C)=O. The product is [CH:24]1([NH:27][C:2]2[C:3]([CH3:23])=[N:4][C:5]3[C:10]([N:11]=2)=[C:9]([C:12]2[NH:20][C:19]4[CH:18]([CH3:21])[CH2:17][NH:16][C:15](=[O:22])[C:14]=4[CH:13]=2)[CH:8]=[CH:7][CH:6]=3)[CH2:26][CH2:25]1. The yield is 0.840. (10) The reactants are I[C:2]1[O:3][C:4]([C:7]2[N:12]=[C:11]([NH:13][C:14]3[CH:19]=[C:18]([CH3:20])[CH:17]=[CH:16][N:15]=3)[CH:10]=[CH:9][CH:8]=2)=[CH:5][N:6]=1.[C:21]1(B(O)O)[CH:26]=[CH:25][CH:24]=[CH:23][CH:22]=1.C([O-])([O-])=O.[K+].[K+]. The product is [CH3:20][C:18]1[CH:17]=[CH:16][N:15]=[C:14]([NH:13][C:11]2[CH:10]=[CH:9][CH:8]=[C:7]([C:4]3[O:3][C:2]([C:21]4[CH:26]=[CH:25][CH:24]=[CH:23][CH:22]=4)=[N:6][CH:5]=3)[N:12]=2)[CH:19]=1. The yield is 0.750. The catalyst is C1COCC1.O.C1C=CC([P]([Pd]([P](C2C=CC=CC=2)(C2C=CC=CC=2)C2C=CC=CC=2)([P](C2C=CC=CC=2)(C2C=CC=CC=2)C2C=CC=CC=2)[P](C2C=CC=CC=2)(C2C=CC=CC=2)C2C=CC=CC=2)(C2C=CC=CC=2)C2C=CC=CC=2)=CC=1.